This data is from Reaction yield outcomes from USPTO patents with 853,638 reactions. The task is: Predict the reaction yield, written as a fraction of the theoretical maximum amount of product (1.0 means a 100% yield; for example, 0.34 means a 34% yield). (1) No catalyst specified. The yield is 0.940. The reactants are [C:1]([O:5][C:6]([N:8]1[C:16]2[C:11](=[CH:12][C:13]([CH2:17][CH2:18][CH2:19][CH2:20][CH2:21]OS(C)(=O)=O)=[CH:14][CH:15]=2)[CH:10]=[CH:9]1)=[O:7])([CH3:4])([CH3:3])[CH3:2].[CH2:27]([CH2:30][NH2:31])[CH:28]=C.[CH3:32]N(C=O)C. The product is [C:1]([O:5][C:6]([N:8]1[C:16]2[C:11](=[CH:12][C:13]([CH2:17][CH2:18][CH2:19][CH2:20][CH2:21][N:31]([CH2:30][CH:27]=[CH2:28])[CH3:32])=[CH:14][CH:15]=2)[CH:10]=[CH:9]1)=[O:7])([CH3:4])([CH3:3])[CH3:2]. (2) The reactants are [CH3:1][NH:2][CH3:3].C[Al](C)C.C[Al](C)C.C1N2CCN(CC2)C1.C[O:21][C:22]([C:24]1[CH:29]=[CH:28][C:27]([C:30]2[O:34][N:33]=[C:32]([C:35]3[N:40]=[C:39]([NH2:41])[N:38]=[C:37]([N:42]([CH3:49])[C:43]4[CH:48]=[CH:47][CH:46]=[CH:45][CH:44]=4)[N:36]=3)[N:31]=2)=[CH:26][N:25]=1)=O. The catalyst is C1(C)C=CC=CC=1.CCOC(C)=O. The product is [CH3:1][N:2]([CH3:3])[C:22]([C:24]1[CH:29]=[CH:28][C:27]([C:30]2[O:34][N:33]=[C:32]([C:35]3[N:40]=[C:39]([NH2:41])[N:38]=[C:37]([N:42]([CH3:49])[C:43]4[CH:44]=[CH:45][CH:46]=[CH:47][CH:48]=4)[N:36]=3)[N:31]=2)=[CH:26][N:25]=1)=[O:21]. The yield is 0.120. (3) The reactants are [Cl:1][C:2]1[CH:7]=[CH:6][N:5]=[CH:4][C:3]=1I.[C:9]1([C:15]#[CH:16])[CH:14]=[CH:13][CH:12]=[CH:11][CH:10]=1.C(N(CC)CC)C. The catalyst is C1COCC1.C([O-])(O)=O.[Na+].[Cu](I)I.Cl[Pd](Cl)([P](C1C=CC=CC=1)(C1C=CC=CC=1)C1C=CC=CC=1)[P](C1C=CC=CC=1)(C1C=CC=CC=1)C1C=CC=CC=1. The product is [Cl:1][C:2]1[CH:7]=[CH:6][N:5]=[CH:4][C:3]=1[C:16]#[C:15][C:9]1[CH:14]=[CH:13][CH:12]=[CH:11][CH:10]=1. The yield is 0.180. (4) The reactants are [CH2:1]([C:3]1[CH:4]=[N:5][N:6]([CH3:16])[C:7]=1[C:8]1[CH:9]=[C:10]([C:13]([OH:15])=O)[S:11][CH:12]=1)[CH3:2].[NH2:17][C@@H:18]([CH2:31][C:32]1[CH:37]=[CH:36][CH:35]=[CH:34][C:33]=1[C:38]([F:41])([F:40])[F:39])[CH2:19][N:20]1[C:28](=[O:29])[C:27]2[C:22](=[CH:23][CH:24]=[CH:25][CH:26]=2)[C:21]1=[O:30].C1CN([P+](Br)(N2CCCC2)N2CCCC2)CC1.F[P-](F)(F)(F)(F)F.CCN(C(C)C)C(C)C. The catalyst is C(Cl)(Cl)Cl. The product is [O:29]=[C:28]1[C:27]2[C:22](=[CH:23][CH:24]=[CH:25][CH:26]=2)[C:21](=[O:30])[N:20]1[CH2:19][C@@H:18]([NH:17][C:13]([C:10]1[S:11][CH:12]=[C:8]([C:7]2[N:6]([CH3:16])[N:5]=[CH:4][C:3]=2[CH2:1][CH3:2])[CH:9]=1)=[O:15])[CH2:31][C:32]1[CH:37]=[CH:36][CH:35]=[CH:34][C:33]=1[C:38]([F:40])([F:39])[F:41]. The yield is 0.710. (5) The reactants are [NH2:1][C:2]1[C:7]([CH:8]=[O:9])=[CH:6][CH:5]=[CH:4][N:3]=1.[CH3:10][C:11]([O:14][C:15](O[C:15]([O:14][C:11]([CH3:13])([CH3:12])[CH3:10])=[O:16])=[O:16])([CH3:13])[CH3:12]. The catalyst is CC#N.CCOC(C)=O. The product is [C:11]([O:14][C:15](=[O:16])[NH:1][C:2]1[C:7]([CH:8]=[O:9])=[CH:6][CH:5]=[CH:4][N:3]=1)([CH3:13])([CH3:12])[CH3:10]. The yield is 0.720. (6) The reactants are [Cl:1][CH2:2][CH2:3][CH2:4][C:5](Cl)=[O:6].[C:8]1([CH3:14])[CH:13]=[CH:12][CH:11]=[CH:10][CH:9]=1. No catalyst specified. The product is [Cl:1][CH2:2][CH2:3][CH2:4][C:5]([C:11]1[CH:12]=[CH:13][C:8]([CH3:14])=[CH:9][CH:10]=1)=[O:6]. The yield is 0.950. (7) The reactants are [C:1]([O:5][C:6](=[O:21])[NH:7][CH2:8][C:9]1[C:18]2[CH2:17][CH2:16][CH2:15][C:14](=[O:19])[C:13]=2[CH:12]=[CH:11][C:10]=1[OH:20])([CH3:4])([CH3:3])[CH3:2].[N:22]1([CH2:27][C@@H:28]([C:30]2[CH:35]=[CH:34][CH:33]=[CH:32][CH:31]=2)O)[CH:26]=[CH:25][N:24]=[CH:23]1.C1(P(C2C=CC=CC=2)C2C=CC=CC=2)C=CC=CC=1.CCOC(/N=N/C(OCC)=O)=O. The catalyst is CO.C(Cl)Cl.C1COCC1. The product is [C:1]([O:5][C:6](=[O:21])[NH:7][CH2:8][C:9]1[C:18]2[CH2:17][CH2:16][CH2:15][C:14](=[O:19])[C:13]=2[CH:12]=[CH:11][C:10]=1[O:20][C@@H:28]([C:30]1[CH:35]=[CH:34][CH:33]=[CH:32][CH:31]=1)[CH2:27][N:22]1[CH:26]=[CH:25][N:24]=[CH:23]1)([CH3:4])([CH3:2])[CH3:3]. The yield is 0.770.